Dataset: Experimentally validated miRNA-target interactions with 360,000+ pairs, plus equal number of negative samples. Task: Binary Classification. Given a miRNA mature sequence and a target amino acid sequence, predict their likelihood of interaction. (1) The miRNA is hsa-miR-4722-5p with sequence GGCAGGAGGGCUGUGCCAGGUUG. The protein sequence of the target gene is MNPVNATALYISASRLVLNYDPGDPKAFTEINRLLPYFRQSLSCCVCGHLLQDPIAPTNSTCQHYVCKTCKGKKMMMKPSCSWCKDYEQFEENKQLSILVNCYKKLCEYITQTTLARDIIEAVDCSSDILALLNDGSLFCEETEKPSDSSFTLCLTHSPLPSTSEPTTDPQASLSPMSESTLSIAIGSSVINGLPTYNGLSIDRFGINIPSPEHSNTIDVCNTVDIKTEDLSDSLPPVCDTVATDLCSTGIDICSFSEDIKPGDSLLLSVEEVLRSLETVSNTEVCCPNLQPNLEATVSN.... Result: 1 (interaction). (2) The miRNA is hsa-miR-8084 with sequence GAAUACUAAGUAAAAAAUCAGUA. The protein sequence of the target gene is MEEYAREPCPWRIVDDCGGAFTMGVIGGGVFQAIKGFRNAPVGIRHRLRGSANAVRIRAPQIGGSFAVWGGLFSTIDCGLVRLRGKEDPWNSITSGALTGAVLAARSGPLAMVGSAMMGGILLALIEGVGILLTRYTAQQFRNAPPFLEDPSQLPPKDGTPAPGYPSYQQYH. Result: 0 (no interaction). (3) The miRNA is mmu-miR-329-5p with sequence AGAGGUUUUCUGGGUCUCUGUU. The protein sequence of the target gene is MPFLGQDWRSPGQSWVKTADGWKRFLDEKSGSFVSDLSSYCNKEVYSKENLFSSLNYDVAAKKRKKDIQNSKTKTQYFHQEKWIYVHKGSTKERHGYCTLGEAFNRLDFSTAILDSRRFNYVVRLLELIAKSQLTSLSGIAQKNFMNILEKVVLKVLEDQQNIRLIRELLQTLYTSLCTLVQRVGKSVLVGNINMWVYRMETILHWQQQLNSIQISRPAFKGLTITDLPVCLQLNIMQRLSDGRDLVSLGQAAPDLHVLSEDRLLWKRLCQYHFSERQIRKRLILSDKGQLDWKKMYFKL.... Result: 0 (no interaction). (4) The miRNA is hsa-miR-3612 with sequence AGGAGGCAUCUUGAGAAAUGGA. The protein sequence of the target gene is MADEEAGGTERMEISAELPQTPQRLASWWDQQVDFYTAFLHHLAQLVPEIYFAEMDPDLEKQEESVQMSIFTPLEWYLFGEDPDICLEKLKHSGAFQLCGRVFKSGETTYSCRDCAIDPTCVLCMDCFQDSVHKNHRYKMHTSTGGGFCDCGDTEAWKTGPFCVNHEPGRAGTIKENSRCPLNEEVIVQARKIFPSVIKYVVEMTIWEEEKELPPELQIREKNERYYCVLFNDEHHSYDHVIYSLQRALDCELAEAQLHTTAIDKEGRRAVKAGAYAACQEAKEDIKSHSENVSQHPLHV.... Result: 1 (interaction). (5) The miRNA is hsa-miR-92b-3p with sequence UAUUGCACUCGUCCCGGCCUCC. The protein sequence of the target gene is MAFPPRRRLRLGPRGLPLLLSGLLLPLCRAFNLDVDSPAEYSGPEGSYFGFAVDFFVPSASSRMFLLVGAPKANTTQPGIVEGGQVLKCDWSSTRRCQPIEFDATGNRDYAKDDPLEFKSHQWFGASVRSKQDKILACAPLYHWRTEMKQEREPVGTCFLQDGTKTVEYAPCRSQDIDADGQGFCQGGFSIDFTKADRVLLGGPGSFYWQGQLISDQVAEIVSKYDPNVYSIKYNNQLATRTAQAIFDDSYLGYSVAVGDFNGDGIDDFVSGVPRAARTLGMVYIYDGKNMSSLYNFTGE.... Result: 1 (interaction). (6) The miRNA is hsa-miR-6506-5p with sequence ACUGGGAUGUCACUGAAUAUGGU. The protein sequence of the target gene is MANCSQEELDEEFEQFMKELSDDSFENSDKTARQSKKEMKKKDTVPWWITEDDFKDDGLLGTNVSYLKTKKTSQPVMEIEEESAEKIQFLKSSGTSLLSTDSLETNELVVSELNHSSLGVGLDTLEEQEEKEQFFARLEKGLTSSIDYSRLNKELDSNDSTHFKALHSNQANAELTDDEHENESKHEELAENYSDDFEDEYVGAPLTTKDEEMPSKENSKSEKISVPKQEEEKTGMLANVVLLDSLDSVAEVNLDEQDKITPKPRCLPEMTENEMTGTGVSYGQSSSDVEALHQAYCHIA.... Result: 0 (no interaction). (7) The miRNA is hsa-miR-196a-5p with sequence UAGGUAGUUUCAUGUUGUUGGG. The protein sequence of the target gene is MSVAGLKKQFHKASQLFSEKISGAEGTKLDDEFLDMERKIDVTNKVVAEILSKTTEYLQPNPAYRAKLGMLNTVSKIRGQVKTTGYPQTEGLLGDCMLKYGKELGEDSTFGNALIEVGESMKLMAEVKDSLDINVKQTFIDPLQLLQDKDLKEIGHHLKKLEGRRLDYDYKKKRVGKIPDEEVRQAVEKFEESKELAERSMFNFLENDVEQVSQLAVFIEAALDYHRQSTEILQELQSKLQMRISAASSVPRREYKPRPVKRSSSELNGVSTTSVVKTTGSNIPMDQPCCRGLYDFEPEN.... Result: 1 (interaction). (8) The miRNA is cel-miR-355-5p with sequence UUUGUUUUAGCCUGAGCUAUG. The protein sequence of the target gene is MLTPPLLLLLPLLSALVAAAIDAPKTCSPKQFACRDQITCISKGWRCDGERDCPDGSDEAPEICPQSKAQRCQPNEHNCLGTELCVPMSRLCNGVQDCMDGSDEGPHCRELQGNCSRLGCQHHCVPTLDGPTCYCNSSFQLQADGKTCKDFDECSVYGTCSQLCTNTDGSFICGCVEGYLLQPDNRSCKAKNEPVDRPPVLLIANSQNILATYLSGAQVSTITPTSTRQTTAMDFSYANETVCWVHVGDSAAQTQLKCARMPGLKGFVDEHTINISLSLHHVEQMAIDWLTGNFYFVDDI.... Result: 0 (no interaction).